The task is: Predict which catalyst facilitates the given reaction.. This data is from Catalyst prediction with 721,799 reactions and 888 catalyst types from USPTO. Reactant: [O:1]1[CH2:6][CH:5]=[C:4]([C:7]2[NH:8][C:9]3[C:14]([CH:15]=2)=[CH:13][C:12]([C:16]2[N:20]([CH2:21][CH3:22])[N:19]=[C:18]([C:23]([F:26])([F:25])[F:24])[CH:17]=2)=[CH:11][CH:10]=3)[CH2:3][CH2:2]1.C([O-])=O.[NH4+]. Product: [CH2:21]([N:20]1[C:16]([C:12]2[CH:13]=[C:14]3[C:9](=[CH:10][CH:11]=2)[NH:8][C:7]([CH:4]2[CH2:3][CH2:2][O:1][CH2:6][CH2:5]2)=[CH:15]3)=[CH:17][C:18]([C:23]([F:25])([F:26])[F:24])=[N:19]1)[CH3:22]. The catalyst class is: 19.